From a dataset of Full USPTO retrosynthesis dataset with 1.9M reactions from patents (1976-2016). Predict the reactants needed to synthesize the given product. (1) Given the product [Br:6][C:7]1[CH:8]=[C:9]2[C:13](=[CH:14][CH:15]=1)[NH:12][CH:11]=[C:10]2[CH:21]=[O:22], predict the reactants needed to synthesize it. The reactants are: O=P(Cl)(Cl)Cl.[Br:6][C:7]1[CH:8]=[C:9]2[C:13](=[CH:14][CH:15]=1)[NH:12][CH:11]=[CH:10]2.[OH-].[Na+].CN([CH:21]=[O:22])C. (2) Given the product [ClH:1].[Cl:1][C:2]1[CH:3]=[CH:4][C:5]([CH2:8][CH2:9][NH:10][C:11](=[O:34])[CH2:12][CH2:13][CH2:14][C:15]([NH:17][CH:18]2[CH2:19][CH2:20][C:21]([CH2:27][C:28]3[CH:29]=[CH:30][CH:31]=[CH:32][CH:33]=3)([N:24]([CH3:26])[CH3:25])[CH2:22][CH2:23]2)=[O:16])=[CH:6][CH:7]=1, predict the reactants needed to synthesize it. The reactants are: [Cl:1][C:2]1[CH:7]=[CH:6][C:5]([CH2:8][CH2:9][NH:10][C:11](=[O:34])[CH2:12][CH2:13][CH2:14][C:15]([NH:17][CH:18]2[CH2:23][CH2:22][C:21]([CH2:27][C:28]3[CH:33]=[CH:32][CH:31]=[CH:30][CH:29]=3)([N:24]([CH3:26])[CH3:25])[CH2:20][CH2:19]2)=[O:16])=[CH:4][CH:3]=1.Cl.Cl[Si](C)(C)C.C(OC(C)C)(C)C. (3) Given the product [CH3:5][O:4][N:3]([CH3:2])[C:26]([CH:15]1[CH:16]([C:18]2[CH:23]=[CH:22][C:21]([Cl:24])=[C:20]([Cl:25])[CH:19]=2)[CH2:17][N:13]([CH2:6][C:7]2[CH:8]=[CH:9][CH:10]=[CH:11][CH:12]=2)[CH2:14]1)=[O:27], predict the reactants needed to synthesize it. The reactants are: Cl.[CH3:2][NH:3][O:4][CH3:5].[CH2:6]([N:13]1[CH2:17][CH:16]([C:18]2[CH:23]=[CH:22][C:21]([Cl:24])=[C:20]([Cl:25])[CH:19]=2)[CH:15]([C:26](O)=[O:27])[CH2:14]1)[C:7]1[CH:12]=[CH:11][CH:10]=[CH:9][CH:8]=1.CCN(C(C)C)C(C)C.CN(C(ON1N=NC2C=CC=NC1=2)=[N+](C)C)C.F[P-](F)(F)(F)(F)F. (4) Given the product [Cl:8][C:9]1[CH:10]=[CH:11][C:12]([C:31](=[O:46])[NH:32][C:33]2[CH:38]=[CH:37][C:36]([C:39]3[CH:40]=[CH:41][C:42]([Cl:45])=[CH:43][CH:44]=3)=[CH:35][CH:34]=2)=[C:13]([C:15]2[CH:16]=[CH:17][C:18]([C:21]([NH:23][CH2:24][CH2:25][C:26]([OH:28])=[O:27])=[O:22])=[N:19][CH:20]=2)[CH:14]=1, predict the reactants needed to synthesize it. The reactants are: [OH-].[Na+].C1COCC1.[Cl:8][C:9]1[CH:10]=[CH:11][C:12]([C:31](=[O:46])[NH:32][C:33]2[CH:38]=[CH:37][C:36]([C:39]3[CH:44]=[CH:43][C:42]([Cl:45])=[CH:41][CH:40]=3)=[CH:35][CH:34]=2)=[C:13]([C:15]2[CH:16]=[CH:17][C:18]([C:21]([NH:23][CH2:24][CH2:25][C:26]([O:28]CC)=[O:27])=[O:22])=[N:19][CH:20]=2)[CH:14]=1. (5) Given the product [ClH:59].[ClH:59].[CH3:26][C:21]1[CH:20]=[CH:19][C:18]2[C:23](=[CH:24][CH:25]=[C:16]3[O:15][CH2:14][CH:13]([CH2:12][N:28]4[CH2:33][CH2:32][CH:31]([CH2:34][C:35]5[CH:36]=[CH:37][C:38]6[O:43][CH2:42][C:41](=[O:44])[NH:40][C:39]=6[CH:45]=5)[CH2:30][CH2:29]4)[O:27][C:17]3=2)[N:22]=1, predict the reactants needed to synthesize it. The reactants are: BrC1C=CC(S(O[CH2:12][C@@H:13]2[O:27][C:17]3=[C:18]4[C:23](=[CH:24][CH:25]=[C:16]3[O:15][CH2:14]2)[N:22]=[C:21]([CH3:26])[CH:20]=[CH:19]4)(=O)=O)=CC=1.[NH:28]1[CH2:33][CH2:32][CH:31]([CH2:34][C:35]2[CH:36]=[CH:37][C:38]3[O:43][CH2:42][C:41](=[O:44])[NH:40][C:39]=3[CH:45]=2)[CH2:30][CH2:29]1.C(N(CC)C(C)C)(C)C.C(=O)(O)[O-].[Cl:59]CCl. (6) Given the product [CH3:1][O:2][C:3]([C:5]1[CH:10]=[CH:9][C:8]([O:11][CH2:19][CH:20]2[CH2:22][CH2:21]2)=[CH:7][N:6]=1)=[O:4], predict the reactants needed to synthesize it. The reactants are: [CH3:1][O:2][C:3]([C:5]1[CH:10]=[CH:9][C:8]([OH:11])=[CH:7][N:6]=1)=[O:4].C(=O)([O-])[O-].[K+].[K+].Br[CH2:19][CH:20]1[CH2:22][CH2:21]1. (7) The reactants are: [NH2:1][CH2:2][C@@H:3]1[C@H:8]([CH3:9])[CH2:7][CH2:6][CH2:5][N:4]1[C:10]([C:12]1[C:17]([N:18]2[CH:22]=[CH:21][CH:20]=[N:19]2)=[CH:16][CH:15]=[C:14]([CH3:23])[N:13]=1)=[O:11].Cl[C:25]1[N:30]=[CH:29][C:28]([C:31]([F:34])([F:33])[F:32])=[CH:27][N:26]=1. Given the product [CH3:9][C@@H:8]1[CH2:7][CH2:6][CH2:5][N:4]([C:10]([C:12]2[C:17]([N:18]3[CH:22]=[CH:21][CH:20]=[N:19]3)=[CH:16][CH:15]=[C:14]([CH3:23])[N:13]=2)=[O:11])[C@@H:3]1[CH2:2][NH:1][C:25]1[N:30]=[CH:29][C:28]([C:31]([F:34])([F:33])[F:32])=[CH:27][N:26]=1, predict the reactants needed to synthesize it.